This data is from Forward reaction prediction with 1.9M reactions from USPTO patents (1976-2016). The task is: Predict the product of the given reaction. (1) Given the reactants [F:1][C:2]1[CH:7]=[CH:6][C:5]([Mg]Cl)=[CH:4][CH:3]=1.[N:10]1[C:19]2[C:14](=[CH:15][CH:16]=[CH:17][CH:18]=2)[CH:13]=[CH:12][C:11]=1[CH2:20][O:21][C:22]1[CH:33]=[CH:32][C:25]([C:26](N(OC)C)=[O:27])=[CH:24][CH:23]=1.[Cl-].[NH4+].O1CCC[CH2:37]1, predict the reaction product. The product is: [N:10]1[C:19]2[C:14](=[CH:15][CH:16]=[CH:17][CH:18]=2)[CH:13]=[CH:12][C:11]=1[CH2:20][O:21][C:22]1[CH:23]=[CH:24][C:25]([C:26](=[O:27])[CH2:37][C:5]2[CH:6]=[CH:7][C:2]([F:1])=[CH:3][CH:4]=2)=[CH:32][CH:33]=1. (2) Given the reactants [CH3:1][O:2][C:3](=[O:14])[CH:4]=[CH:5][C:6]1[CH:11]=[CH:10][C:9]([NH2:12])=[C:8]([OH:13])[CH:7]=1.C([O-])([O-])=O.[K+].[K+].Br[CH2:22][C:23](Br)=[O:24], predict the reaction product. The product is: [CH3:1][O:2][C:3](=[O:14])[CH:4]=[CH:5][C:6]1[CH:11]=[CH:10][C:9]2[NH:12][C:23](=[O:24])[CH2:22][O:13][C:8]=2[CH:7]=1.